Task: Regression. Given two drug SMILES strings and cell line genomic features, predict the synergy score measuring deviation from expected non-interaction effect.. Dataset: NCI-60 drug combinations with 297,098 pairs across 59 cell lines (1) Drug 1: C1=CC=C(C=C1)NC(=O)CCCCCCC(=O)NO. Drug 2: CC12CCC3C(C1CCC2OP(=O)(O)O)CCC4=C3C=CC(=C4)OC(=O)N(CCCl)CCCl.[Na+]. Cell line: KM12. Synergy scores: CSS=21.7, Synergy_ZIP=-5.75, Synergy_Bliss=2.86, Synergy_Loewe=-6.86, Synergy_HSA=3.88. (2) Drug 1: C1C(C(OC1N2C=NC3=C(N=C(N=C32)Cl)N)CO)O. Drug 2: C1=NNC2=C1C(=O)NC=N2. Cell line: SN12C. Synergy scores: CSS=31.8, Synergy_ZIP=-1.97, Synergy_Bliss=0.786, Synergy_Loewe=-41.7, Synergy_HSA=-1.57. (3) Drug 1: CC1=C2C(C(=O)C3(C(CC4C(C3C(C(C2(C)C)(CC1OC(=O)C(C(C5=CC=CC=C5)NC(=O)C6=CC=CC=C6)O)O)OC(=O)C7=CC=CC=C7)(CO4)OC(=O)C)O)C)OC(=O)C. Drug 2: N.N.Cl[Pt+2]Cl. Cell line: HOP-62. Synergy scores: CSS=54.8, Synergy_ZIP=-2.27, Synergy_Bliss=-2.47, Synergy_Loewe=-13.9, Synergy_HSA=1.17. (4) Drug 1: CC1=C(C=C(C=C1)NC2=NC=CC(=N2)N(C)C3=CC4=NN(C(=C4C=C3)C)C)S(=O)(=O)N.Cl. Drug 2: CC1C(C(CC(O1)OC2CC(CC3=C2C(=C4C(=C3O)C(=O)C5=C(C4=O)C(=CC=C5)OC)O)(C(=O)C)O)N)O.Cl. Cell line: OVCAR-4. Synergy scores: CSS=10.2, Synergy_ZIP=-2.09, Synergy_Bliss=1.91, Synergy_Loewe=0.459, Synergy_HSA=2.97. (5) Drug 1: CC1C(C(CC(O1)OC2CC(CC3=C2C(=C4C(=C3O)C(=O)C5=C(C4=O)C(=CC=C5)OC)O)(C(=O)CO)O)N)O.Cl. Drug 2: CC1=CC2C(CCC3(C2CCC3(C(=O)C)OC(=O)C)C)C4(C1=CC(=O)CC4)C. Cell line: UO-31. Synergy scores: CSS=-1.34, Synergy_ZIP=2.01, Synergy_Bliss=2.70, Synergy_Loewe=0.837, Synergy_HSA=0.320. (6) Drug 1: C1CN(CCN1C(=O)CCBr)C(=O)CCBr. Drug 2: C1C(C(OC1N2C=NC(=NC2=O)N)CO)O. Cell line: T-47D. Synergy scores: CSS=17.3, Synergy_ZIP=-0.670, Synergy_Bliss=1.65, Synergy_Loewe=-2.19, Synergy_HSA=-2.11.